From a dataset of Peptide-MHC class II binding affinity with 134,281 pairs from IEDB. Regression. Given a peptide amino acid sequence and an MHC pseudo amino acid sequence, predict their binding affinity value. This is MHC class II binding data. (1) The peptide sequence is RRAEPAADGVGAVSRDL. The binding affinity (normalized) is 0.0443. The MHC is DRB5_0101 with pseudo-sequence DRB5_0101. (2) The peptide sequence is SSKVTITDTTIGTGD. The MHC is HLA-DQA10501-DQB10301 with pseudo-sequence HLA-DQA10501-DQB10301. The binding affinity (normalized) is 0.187. (3) The MHC is DRB5_0101 with pseudo-sequence DRB5_0101. The peptide sequence is GAMAKKGDEQKLRSA. The binding affinity (normalized) is 0.347. (4) The binding affinity (normalized) is 0.677. The MHC is DRB1_0801 with pseudo-sequence DRB1_0801. The peptide sequence is MRSMPFLRKTRWTFL. (5) The peptide sequence is AALPAVGAAAGAPAA. The MHC is HLA-DPA10201-DPB11401 with pseudo-sequence HLA-DPA10201-DPB11401. The binding affinity (normalized) is 0.